This data is from Forward reaction prediction with 1.9M reactions from USPTO patents (1976-2016). The task is: Predict the product of the given reaction. (1) Given the reactants C(OC([N:8]1[C:16]2[C:11](=[CH:12][C:13]([F:18])=[C:14]([Cl:17])[CH:15]=2)/[C:10](=[CH:19]/[C:20]2[CH:25]=[C:24]([Cl:26])[CH:23]=[CH:22][C:21]=2[O:27][C:28]([CH2:35][CH3:36])([C:31]([O:33][CH3:34])=[O:32])[CH2:29][CH3:30])/[C:9]1=[O:37])=O)(C)(C)C.[F:38][C:39]1[CH:40]=[CH:41][C:42]([CH3:54])=[C:43]([CH:45]=[N:46][C:47]([O:49][Si](C)(C)C)=[CH2:48])[CH:44]=1, predict the reaction product. The product is: [Cl:17][C:14]1[CH:15]=[C:16]2[NH:8][C:9](=[O:37])[C:10]3([CH:19]([C:20]4[CH:25]=[C:24]([Cl:26])[CH:23]=[CH:22][C:21]=4[O:27][C:28]([C:31]([O:33][CH3:34])=[O:32])([CH2:29][CH3:30])[CH2:35][CH3:36])[CH2:48][C:47](=[O:49])[NH:46][CH:45]3[C:43]3[CH:44]=[C:39]([F:38])[CH:40]=[CH:41][C:42]=3[CH3:54])[C:11]2=[CH:12][C:13]=1[F:18]. (2) Given the reactants [O:1]=[C:2]1[NH:8][C:7]2[N:9]=[CH:10][C:11](/[CH:13]=[CH:14]/[C:15](=[O:27])[N:16]3[CH2:19][CH:18]([O:20][CH2:21][C:22]4[S:23][CH:24]=[CH:25][CH:26]=4)[CH2:17]3)=[CH:12][C:6]=2[CH2:5][N:4](C(OCC(Cl)C)=O)[CH2:3]1, predict the reaction product. The product is: [O:27]=[C:15]([N:16]1[CH2:19][CH:18]([O:20][CH2:21][C:22]2[S:23][CH:24]=[CH:25][CH:26]=2)[CH2:17]1)/[CH:14]=[CH:13]/[C:11]1[CH:10]=[N:9][C:7]2[NH:8][C:2](=[O:1])[CH2:3][NH:4][CH2:5][C:6]=2[CH:12]=1. (3) Given the reactants FC(F)(S(F)(=O)=O)[C:3](F)(F)[C:4](F)(F)[C:5]([F:8])(F)F.[F:18][C:19]1[N:24]=[C:23]([N:25]2[C@@H](CO)C[O:27][C:26]2=[O:32])[CH:22]=[CH:21][N:20]=1.F.F.F.C(N(CC)CC)C.C(N(CC)CC)C, predict the reaction product. The product is: [F:8][CH2:5][C@H:4]1[CH2:3][O:32][C:26](=[O:27])[N:25]1[C:23]1[CH:22]=[CH:21][N:20]=[C:19]([F:18])[N:24]=1. (4) The product is: [CH3:24][C:23]1[S:22][C:21]([C:25]2[CH:30]=[CH:29][C:28]([C:31]([F:34])([F:32])[F:33])=[CH:27][CH:26]=2)=[N:20][C:19]=1[CH:17]([CH3:18])[CH2:16][O:15][C:12]1[CH:13]=[CH:14][C:7]2[C:6]([CH2:5][C:4]([OH:35])=[O:3])=[CH:10][S:9][C:8]=2[CH:11]=1. Given the reactants C([O:3][C:4](=[O:35])[CH2:5][C:6]1[C:7]2[CH:14]=[CH:13][C:12]([O:15][CH2:16][CH:17]([C:19]3[N:20]=[C:21]([C:25]4[CH:30]=[CH:29][C:28]([C:31]([F:34])([F:33])[F:32])=[CH:27][CH:26]=4)[S:22][C:23]=3[CH3:24])[CH3:18])=[CH:11][C:8]=2[S:9][CH:10]=1)C.[OH-].[Na+].Cl, predict the reaction product. (5) Given the reactants [CH3:1][N:2]1[C:11]2[C@@:6]([CH3:21])([C@H:7]3[CH2:18][CH2:17][C@@:16]4([CH3:19])[C@@H:12]([CH2:13][CH2:14][C:15]4=[O:20])[C@@H:8]3[CH2:9][CH:10]=2)[CH2:5][CH2:4][C:3]1=[O:22].[F:23][C:24]([F:37])([F:36])[S:25](O[S:25]([C:24]([F:37])([F:36])[F:23])(=[O:27])=[O:26])(=[O:27])=[O:26].O, predict the reaction product. The product is: [F:23][C:24]([F:37])([F:36])[S:25]([O:20][C:15]1[C@@:16]2([CH3:19])[CH2:17][CH2:18][C@H:7]3[C@H:8]([C@@H:12]2[CH2:13][CH:14]=1)[CH2:9][CH:10]=[C:11]1[C@:6]3([CH3:21])[CH2:5][CH2:4][C:3](=[O:22])[N:2]1[CH3:1])(=[O:27])=[O:26]. (6) Given the reactants C1(N2CCC3(CC4C=C(C5C=CC(CN)=CC=5)C=CC=4O3)CC2)CCC1.[CH3:27][N:28]1[CH2:33][CH2:32][CH:31]([N:34]2[CH2:39][CH2:38][C:37]3([CH2:43][C:42]4[CH:44]=[C:45]([C:48]5[CH:55]=[CH:54][C:51]([C:52]#[N:53])=[CH:50][CH:49]=5)[CH:46]=[CH:47][C:41]=4[O:40]3)[CH2:36][CH2:35]2)[CH2:30][CH2:29]1, predict the reaction product. The product is: [CH3:27][N:28]1[CH2:29][CH2:30][CH:31]([N:34]2[CH2:35][CH2:36][C:37]3([CH2:43][C:42]4[CH:44]=[C:45]([C:48]5[CH:49]=[CH:50][C:51]([CH2:52][NH2:53])=[CH:54][CH:55]=5)[CH:46]=[CH:47][C:41]=4[O:40]3)[CH2:38][CH2:39]2)[CH2:32][CH2:33]1. (7) Given the reactants Cl[C:2]1[N:7]=[CH:6][C:5]([CH2:8][N:9]2[CH2:17][C:16]3[C:11](=[C:12]([O:18][C@@H:19]4[CH2:24][CH2:23][CH2:22][CH2:21][C@H:20]4[OH:25])[CH:13]=[CH:14][CH:15]=3)[C:10]2=[O:26])=[CH:4][CH:3]=1.[CH:27]1(B(O)O)[CH2:29][CH2:28]1.P([O-])([O-])([O-])=O.[K+].[K+].[K+].C1(P(C2CCCCC2)C2CCCCC2)CCCCC1, predict the reaction product. The product is: [CH:27]1([C:2]2[N:7]=[CH:6][C:5]([CH2:8][N:9]3[CH2:17][C:16]4[C:11](=[C:12]([O:18][C@@H:19]5[CH2:24][CH2:23][CH2:22][CH2:21][C@H:20]5[OH:25])[CH:13]=[CH:14][CH:15]=4)[C:10]3=[O:26])=[CH:4][CH:3]=2)[CH2:29][CH2:28]1.